From a dataset of Reaction yield outcomes from USPTO patents with 853,638 reactions. Predict the reaction yield, written as a fraction of the theoretical maximum amount of product (1.0 means a 100% yield; for example, 0.34 means a 34% yield). (1) The reactants are [C:1]([C:3]1[CH:10]=[CH:9][C:6]([CH:7]=[O:8])=[CH:5][CH:4]=1)#[N:2].O.C1(C)C=CC(S(O)(=O)=O)=CC=1.[CH2:23](O)[CH2:24][OH:25].[H-].[Al+3].[Li+].[H-].[H-].[H-].C1COCC1.[OH-].[Na+].S([O-])([O-])(=O)=O.[Mg+2]. The catalyst is C1(C)C=CC=CC=1.C(OCC)(=O)C.O. The product is [O:8]1[CH2:23][CH2:24][O:25][CH:7]1[C:6]1[CH:9]=[CH:10][C:3]([CH2:1][NH2:2])=[CH:4][CH:5]=1. The yield is 0.870. (2) The catalyst is C(O)C. The yield is 1.00. The reactants are [Br:1][C:2]1[CH:3]=[C:4]2[C:9](=[CH:10][CH:11]=1)[N:8]=[N:7][CH:6]=[C:5]2Cl.O.[NH2:14][NH2:15]. The product is [Br:1][C:2]1[CH:3]=[C:4]2[C:9](=[CH:10][CH:11]=1)[N:8]=[N:7][CH:6]=[C:5]2[NH:14][NH2:15]. (3) The reactants are [NH2:1][C@@H:2]1[C:11]2[C:6](=[CH:7][CH:8]=[CH:9][CH:10]=2)[C@H:5]([OH:12])[CH2:4][CH2:3]1.[H-].[Na+].F[C:16]1[CH:17]=[CH:18][C:19]2[N:20]([C:22]([N:25]3[CH2:29][CH2:28][C@H:27]([CH2:30][O:31][Si:32]([CH:39]([CH3:41])[CH3:40])([CH:36]([CH3:38])[CH3:37])[CH:33]([CH3:35])[CH3:34])[CH2:26]3)=[N:23][N:24]=2)[CH:21]=1.O. The catalyst is CN(C=O)C. The product is [CH:39]([Si:32]([CH:33]([CH3:35])[CH3:34])([CH:36]([CH3:38])[CH3:37])[O:31][CH2:30][C@H:27]1[CH2:28][CH2:29][N:25]([C:22]2[N:20]3[CH:21]=[C:16]([O:12][C@H:5]4[C:6]5[C:11](=[CH:10][CH:9]=[CH:8][CH:7]=5)[C@@H:2]([NH2:1])[CH2:3][CH2:4]4)[CH:17]=[CH:18][C:19]3=[N:24][N:23]=2)[CH2:26]1)([CH3:40])[CH3:41]. The yield is 0.370. (4) The reactants are [Br:1][C:2]1[CH:3]=[CH:4][C:5]2[N:6]([CH2:16][C:17]([O:19]CC)=[O:18])[C:7]3[C:12]([C:13]=2[CH:14]=1)=[CH:11][C:10]([Br:15])=[CH:9][CH:8]=3.[Li+].[OH-]. The catalyst is C1COCC1.CO.O.Cl. The product is [Br:1][C:2]1[CH:3]=[CH:4][C:5]2[N:6]([CH2:16][C:17]([OH:19])=[O:18])[C:7]3[C:12]([C:13]=2[CH:14]=1)=[CH:11][C:10]([Br:15])=[CH:9][CH:8]=3. The yield is 0.990. (5) The reactants are [C:1]([O:5][C:6]([NH:8][C:9]12[CH2:16][CH2:15][C:12]([C:17]([O:19][CH3:20])=[O:18])([CH2:13][CH2:14]1)[CH2:11][CH2:10]2)=[O:7])([CH3:4])([CH3:3])[CH3:2].[H-].[Na+].[CH2:23](Br)[C:24]1[CH:29]=[CH:28][CH:27]=[CH:26][CH:25]=1. The catalyst is CN(C=O)C. The product is [CH2:23]([N:8]([C:6]([O:5][C:1]([CH3:4])([CH3:3])[CH3:2])=[O:7])[C:9]12[CH2:10][CH2:11][C:12]([C:17]([O:19][CH3:20])=[O:18])([CH2:15][CH2:16]1)[CH2:13][CH2:14]2)[C:24]1[CH:29]=[CH:28][CH:27]=[CH:26][CH:25]=1. The yield is 0.820. (6) The reactants are [F:1][C:2]1[CH:11]=[C:10]2[C:5]([CH2:6][CH2:7][C:8](=[O:12])[NH:9]2)=[CH:4][CH:3]=1.[CH3:13]C(C)([O-])C.[K+].CI.Cl. The catalyst is CN(C=O)C.CCOC(C)=O. The product is [F:1][C:2]1[CH:11]=[C:10]2[C:5]([CH2:6][CH2:7][C:8](=[O:12])[N:9]2[CH3:13])=[CH:4][CH:3]=1. The yield is 0.890. (7) The reactants are Cl[C:2]1[CH:7]=[CH:6][N:5]=[C:4]2[CH:8]=[C:9]([C:11]3[S:12][CH:13]=[C:14]([C:16]([OH:19])([CH3:18])[CH3:17])[N:15]=3)[S:10][C:3]=12.[Cl:20][C:21]1[N:22]([CH3:35])[C:23]2[C:28]([C:29]=1[C:30]([NH:32][CH3:33])=[O:31])=[CH:27][CH:26]=[C:25]([OH:34])[CH:24]=2.C([O-])([O-])=O.[Cs+].[Cs+]. The product is [CH3:33][NH:32][C:30]([C:29]1[C:28]2[C:23](=[CH:24][C:25]([O:34][C:2]3[CH:7]=[CH:6][N:5]=[C:4]4[CH:8]=[C:9]([C:11]5[S:12][CH:13]=[C:14]([C:16]([OH:19])([CH3:18])[CH3:17])[N:15]=5)[S:10][C:3]=34)=[CH:26][CH:27]=2)[N:22]([CH3:35])[C:21]=1[Cl:20])=[O:31]. No catalyst specified. The yield is 0.210. (8) The reactants are [CH3:1][O:2][C:3]1[C:8]([CH3:9])=[N:7][N:6]([CH3:10])[C:5](=[O:11])[C:4]=1[N:12]1[C:20]2[C:15](=[CH:16][CH:17]=[CH:18][CH:19]=2)[CH:14]=[C:13]1[CH3:21].S(Cl)([Cl:25])(=O)=O. The catalyst is C(Cl)Cl. The product is [Cl:25][C:14]1[C:15]2[C:20](=[CH:19][CH:18]=[CH:17][CH:16]=2)[N:12]([C:4]2[C:5](=[O:11])[N:6]([CH3:10])[N:7]=[C:8]([CH3:9])[C:3]=2[O:2][CH3:1])[C:13]=1[CH3:21]. The yield is 0.960.